Dataset: Forward reaction prediction with 1.9M reactions from USPTO patents (1976-2016). Task: Predict the product of the given reaction. (1) Given the reactants [N:1]1[C:10]2[C:5](=[CH:6][CH:7]=[CH:8][CH:9]=2)[N:4]=[CH:3][C:2]=1[CH:11]=O.N1(C2C=C[C:21]([CH:22]=[O:23])=CC=2)C=CC=N1, predict the reaction product. The product is: [N:1]1[C:10]2[C:5](=[CH:6][CH:7]=[CH:8][CH:9]=2)[N:4]=[CH:3][C:2]=1/[CH:11]=[CH:21]/[CH:22]=[O:23]. (2) Given the reactants [CH:1]1([CH:7]([C:19]2[CH:23]=[C:22]([C:24]3[CH:29]=[CH:28][C:27]([C:30]([F:33])([F:32])[F:31])=[CH:26][CH:25]=3)[O:21][C:20]=2[CH2:34][O:35][CH3:36])[O:8][C:9]2[CH:18]=[CH:17][C:12]([C:13]([O:15]C)=[O:14])=[CH:11][CH:10]=2)[CH2:6][CH2:5][CH2:4][CH2:3][CH2:2]1.[OH-].[Li+].O.Cl, predict the reaction product. The product is: [CH:1]1([CH:7]([C:19]2[CH:23]=[C:22]([C:24]3[CH:25]=[CH:26][C:27]([C:30]([F:31])([F:32])[F:33])=[CH:28][CH:29]=3)[O:21][C:20]=2[CH2:34][O:35][CH3:36])[O:8][C:9]2[CH:10]=[CH:11][C:12]([C:13]([OH:15])=[O:14])=[CH:17][CH:18]=2)[CH2:6][CH2:5][CH2:4][CH2:3][CH2:2]1. (3) The product is: [NH2:24][C:20]1[O:21][CH2:22][CH2:23][C@:18]2([C:6]3[CH:5]=[C:4]([CH:1]4[CH2:3][CH2:2]4)[N:9]=[C:8]([F:10])[C:7]=3[O:11][C:12]3[C:17]2=[CH:16][C:15]([NH:25][C:33](=[O:34])[C:30]2[CH:29]=[CH:28][C:27]([Cl:26])=[CH:32][N:31]=2)=[CH:14][CH:13]=3)[N:19]=1. Given the reactants [CH:1]1([C:4]2[N:9]=[C:8]([F:10])[C:7]3[O:11][C:12]4[C:17]([C@@:18]5([CH2:23][CH2:22][O:21][C:20]([NH2:24])=[N:19]5)[C:6]=3[CH:5]=2)=[CH:16][C:15]([NH2:25])=[CH:14][CH:13]=4)[CH2:3][CH2:2]1.[Cl:26][C:27]1[CH:28]=[CH:29][C:30]([C:33](O)=[O:34])=[N:31][CH:32]=1.C(N(CC)CC)C.CCCP(=O)=O, predict the reaction product. (4) Given the reactants [N:1]([C:12]([CH3:14])=[O:13])([CH2:7]NC(C)=O)[CH2:2]NC(C)=O.C1[CH2:19][O:18]CC1.C=[O:21].NC[C:24]([OH:26])=[O:25], predict the reaction product. The product is: [C:12]([N:1]([CH2:2][C:19]([OH:18])=[O:21])[CH2:7][C:24]([OH:26])=[O:25])(=[O:13])[CH3:14]. (5) Given the reactants [C:1]([O:5][C:6]([NH:8][C@@H:9]([C:15]([NH:17][C@H:18]([C:26]([O:28]C)=[O:27])[CH2:19][C:20]1[CH:21]=[N:22][CH:23]=[CH:24][CH:25]=1)=[O:16])[CH2:10][Si:11]([CH3:14])([CH3:13])[CH3:12])=[O:7])([CH3:4])([CH3:3])[CH3:2].O.[OH-].[Li+], predict the reaction product. The product is: [C:1]([O:5][C:6]([NH:8][C@@H:9]([C:15]([NH:17][C@H:18]([C:26]([OH:28])=[O:27])[CH2:19][C:20]1[CH:21]=[N:22][CH:23]=[CH:24][CH:25]=1)=[O:16])[CH2:10][Si:11]([CH3:14])([CH3:12])[CH3:13])=[O:7])([CH3:4])([CH3:2])[CH3:3]. (6) Given the reactants Br[C:2]1[CH:3]=[CH:4][CH:5]=[C:6]2[C:10]=1[C:9](=[O:11])[CH:8]([CH3:12])[CH2:7]2.[F:13][C:14]1[CH:15]=[C:16](B(O)O)[CH:17]=[C:18]([F:20])[CH:19]=1.C(=O)([O-])[O-].[Na+].[Na+].O, predict the reaction product. The product is: [CH3:12][CH:8]1[CH2:7][C:6]2[C:10](=[C:2]([C:16]3[CH:15]=[C:14]([F:13])[CH:19]=[C:18]([F:20])[CH:17]=3)[CH:3]=[CH:4][CH:5]=2)[C:9]1=[O:11]. (7) Given the reactants CO[C:3](=[O:15])[C:4]1[C:9]([N+:10]([O-:12])=[O:11])=[CH:8][CH:7]=[CH:6][C:5]=1[CH2:13]Br.[CH2:16]([O:18][C:19]1[CH:20]=[C:21]([C@H:27]([NH2:33])[CH2:28][S:29]([CH3:32])(=[O:31])=[O:30])[CH:22]=[CH:23][C:24]=1[O:25][CH3:26])[CH3:17].C(N(CC)CC)C, predict the reaction product. The product is: [CH2:16]([O:18][C:19]1[CH:20]=[C:21]([C@H:27]([N:33]2[CH2:13][C:5]3[C:4](=[C:9]([N+:10]([O-:12])=[O:11])[CH:8]=[CH:7][CH:6]=3)[C:3]2=[O:15])[CH2:28][S:29]([CH3:32])(=[O:31])=[O:30])[CH:22]=[CH:23][C:24]=1[O:25][CH3:26])[CH3:17].